Task: Predict the reactants needed to synthesize the given product.. Dataset: Full USPTO retrosynthesis dataset with 1.9M reactions from patents (1976-2016) (1) Given the product [NH2:24][C:8]1[N:7]=[C:6]([O:5][CH2:1][CH2:2][CH2:3][CH3:4])[N:14]=[C:13]2[C:9]=1[NH:10][C:11](=[O:22])[N:12]2[CH2:15][CH:16]1[CH2:21][CH2:20][CH2:19][O:18][CH2:17]1, predict the reactants needed to synthesize it. The reactants are: [CH2:1]([O:5][C:6]1[N:14]=[C:13]2[C:9]([N:10]=[C:11]([O:22]C)[N:12]2[CH2:15][CH:16]2[CH2:21][CH2:20][CH2:19][O:18][CH2:17]2)=[C:8]([NH2:24])[N:7]=1)[CH2:2][CH2:3][CH3:4].Cl.O.[OH-].[Na+]. (2) Given the product [OH:1][C:2]1([C:12]([OH:13])=[O:17])[CH2:11][CH2:10][CH2:9][C:8]2[CH:7]=[N:6][CH:5]=[CH:4][C:3]1=2, predict the reactants needed to synthesize it. The reactants are: [OH:1][C:2]1([C:12](N)=[O:13])[CH2:11][CH2:10][CH2:9][C:8]2[CH:7]=[N:6][CH:5]=[CH:4][C:3]1=2.C(O)(=[O:17])C. (3) Given the product [CH:3]1[C:12]2[C:7](=[CH:8][CH:9]=[CH:10][CH:11]=2)[CH:6]=[CH:5][C:4]=1[C:13](=[O:21])[CH:14]([C:15]1[CH:16]=[CH:17][N:18]=[CH:19][CH:20]=1)[CH2:23][C:24]([O:26][CH2:27][CH3:28])=[O:25], predict the reactants needed to synthesize it. The reactants are: [H-].[Na+].[CH:3]1[C:12]2[C:7](=[CH:8][CH:9]=[CH:10][CH:11]=2)[CH:6]=[CH:5][C:4]=1[C:13](=[O:21])[CH2:14][C:15]1[CH:20]=[CH:19][N:18]=[CH:17][CH:16]=1.Br[CH2:23][C:24]([O:26][CH2:27][CH3:28])=[O:25]. (4) Given the product [C:23]1([CH2:22][O:21][CH2:20][CH2:19][CH2:18][O:17][CH2:16][CH2:15][O:14][CH2:13][CH2:12][O:11][CH2:10][CH2:9][OH:8])[CH:24]=[CH:25][CH:26]=[CH:27][CH:28]=1, predict the reactants needed to synthesize it. The reactants are: C1(C(C2C=CC=CC=2)(C2C=CC=CC=2)[O:8][CH2:9][CH2:10][O:11][CH2:12][CH2:13][O:14][CH2:15][CH2:16][O:17][CH2:18][CH2:19][CH2:20][O:21][CH2:22][C:23]2[CH:28]=[CH:27][CH:26]=[CH:25][CH:24]=2)C=CC=CC=1.Cl.O.